Dataset: Full USPTO retrosynthesis dataset with 1.9M reactions from patents (1976-2016). Task: Predict the reactants needed to synthesize the given product. (1) Given the product [CH2:54]([C:1]1[CH:2]=[CH:3][C:4]([C:10]([C:9]2[CH:7]=[CH:39][C:44]([CH2:43][CH2:42][CH2:41][CH2:40][CH2:15][C:16]([OH:18])=[O:17])=[CH:72][CH:71]=2)=[O:11])=[CH:5][CH:6]=1)[CH2:55][CH2:56][CH2:57][CH2:58][CH3:59], predict the reactants needed to synthesize it. The reactants are: [CH:1]1[CH:6]=[C:5]2[C:7]([C:9](O)(O)[C:10](=[O:11])[C:4]2=[CH:3][CH:2]=1)=O.F[C:15](F)(F)[C:16]([OH:18])=[O:17].C1CN([P+](ON2N=N[C:40]3[CH:41]=[CH:42][CH:43]=[CH:44][C:39]2=3)(N2CCCC2)N2CCCC2)CC1.F[P-](F)(F)(F)(F)F.[CH2:54](N)[CH2:55][CH2:56][CH2:57][CH2:58][CH2:59][CH2:54][CH2:55][CH2:56][CH2:57][CH2:58][CH2:59]CCCC.[CH3:71][CH2:72]N(C(C)C)C(C)C. (2) Given the product [CH3:35][N:9]([CH3:8])[S:10]([N:13]1[C:21]2[CH:20]=[CH:19][C:18]([C:22]([N:24]3[CH2:29][CH2:28][CH:27]([CH3:30])[CH2:26][CH2:25]3)=[O:23])=[CH:17][C:16]=2[C:15]2[CH2:31][N:32]([CH:39]3[CH2:40][CH2:41][O:36][CH2:37][CH2:38]3)[CH2:33][CH2:34][C:14]1=2)(=[O:11])=[O:12], predict the reactants needed to synthesize it. The reactants are: OC(C(F)(F)F)=O.[CH3:8][N:9]([CH3:35])[S:10]([N:13]1[C:21]2[CH:20]=[CH:19][C:18]([C:22]([N:24]3[CH2:29][CH2:28][CH:27]([CH3:30])[CH2:26][CH2:25]3)=[O:23])=[CH:17][C:16]=2[C:15]2[CH2:31][NH:32][CH2:33][CH2:34][C:14]1=2)(=[O:12])=[O:11].[O:36]1[CH2:41][CH2:40][C:39](=O)[CH2:38][CH2:37]1. (3) Given the product [N:5]1([C:3](=[O:4])[CH2:2][N:11]2[CH:12]=[C:13]([B:15]3[O:16][C:17]([CH3:19])([CH3:18])[C:20]([CH3:22])([CH3:21])[O:23]3)[CH:14]=[N:10]2)[CH2:9][CH2:8][CH2:7][CH2:6]1, predict the reactants needed to synthesize it. The reactants are: Br[CH2:2][C:3]([N:5]1[CH2:9][CH2:8][CH2:7][CH2:6]1)=[O:4].[NH:10]1[CH:14]=[C:13]([B:15]2[O:23][C:20]([CH3:22])([CH3:21])[C:17]([CH3:19])([CH3:18])[O:16]2)[CH:12]=[N:11]1. (4) Given the product [OH:1][C:2]1[CH:3]=[CH:4][C:5]2[O:24][CH:23]([CH2:25][CH:26]=[C:27]([CH3:30])[CH3:28])[C:11]3=[C:12]4[C:17](=[CH:18][CH:19]=[C:10]3[C:6]=2[C:7]=1[O:8][CH3:9])[NH:16][C:15]([CH3:20])([CH3:21])[CH:14]=[C:13]4[CH3:22], predict the reactants needed to synthesize it. The reactants are: [OH:1][C:2]1[CH:3]=[CH:4][C:5]2[O:24][CH:23]([CH2:25][CH:26]=[CH:27][CH3:28])[C:11]3=[C:12]4[C:17](=[CH:18][CH:19]=[C:10]3[C:6]=2[C:7]=1[O:8][CH3:9])[NH:16][C:15]([CH3:21])([CH3:20])[CH:14]=[C:13]4[CH3:22].[I-].[CH:30]([P+](C1C=CC=CC=1)(C1C=CC=CC=1)C1C=CC=CC=1)(C)C.